From a dataset of Forward reaction prediction with 1.9M reactions from USPTO patents (1976-2016). Predict the product of the given reaction. (1) Given the reactants Br[C:2]1[CH:3]=[C:4]([N:8]2[C:12]([CH3:13])=[C:11]([C:14]([N:16]3[CH2:20][CH2:19][CH:18]([N:21]([CH2:24][CH3:25])[CH2:22][CH3:23])[CH2:17]3)=[O:15])[C:10]([CH3:26])=[N:9]2)[CH:5]=[CH:6][CH:7]=1.[CH3:27][CH:28]([CH3:31])[C:29]#[CH:30], predict the reaction product. The product is: [CH2:22]([N:21]([CH2:24][CH3:25])[CH:18]1[CH2:19][CH2:20][N:16]([C:14]([C:11]2[C:10]([CH3:26])=[N:9][N:8]([C:4]3[CH:5]=[CH:6][CH:7]=[C:2]([C:30]#[C:29][CH:28]([CH3:31])[CH3:27])[CH:3]=3)[C:12]=2[CH3:13])=[O:15])[CH2:17]1)[CH3:23]. (2) Given the reactants [CH3:1][O:2][C:3](=[O:15])[C@@H:4]([OH:14])[C@H:5]([OH:13])[CH2:6][C:7]1[CH:12]=[CH:11][CH:10]=[CH:9][CH:8]=1.O[C@H:17]([C@@H:22](O)[CH2:23][C:24]1C=CC=CC=1)[C:18](OC)=O, predict the reaction product. The product is: [CH3:1][O:2][C:3]([C@@H:4]1[C@@H:5]([CH2:6][C:7]2[CH:12]=[CH:11][CH:10]=[CH:9][CH:8]=2)[O:13][C:22]([CH2:23][CH3:24])([CH2:17][CH3:18])[O:14]1)=[O:15].